From a dataset of Catalyst prediction with 721,799 reactions and 888 catalyst types from USPTO. Predict which catalyst facilitates the given reaction. The catalyst class is: 4. Reactant: [CH:1]1([N:5]2[CH2:11][CH2:10][C:9]3[S:12][C:13]([C:15]4[CH:16]=[CH:17][C:18]([C:21]([OH:23])=O)=[N:19][CH:20]=4)=[N:14][C:8]=3[CH2:7][CH2:6]2)[CH2:4][CH2:3][CH2:2]1.[CH3:24][NH2:25].O1CCCC1. Product: [CH:1]1([N:5]2[CH2:11][CH2:10][C:9]3[S:12][C:13]([C:15]4[CH:16]=[CH:17][C:18]([C:21]([NH:25][CH3:24])=[O:23])=[N:19][CH:20]=4)=[N:14][C:8]=3[CH2:7][CH2:6]2)[CH2:4][CH2:3][CH2:2]1.